Predict the reaction yield, written as a fraction of the theoretical maximum amount of product (1.0 means a 100% yield; for example, 0.34 means a 34% yield). From a dataset of Reaction yield outcomes from USPTO patents with 853,638 reactions. (1) The reactants are [CH:1]1([CH:4]2[N:8]([CH2:9][C:10]3[CH:15]=[CH:14][CH:13]=[CH:12][CH:11]=3)[C:7](=O)[CH2:6][CH2:5]2)[CH2:3][CH2:2]1.S(C)C. The catalyst is C1COCC1. The product is [CH:1]1([CH:4]2[CH2:5][CH2:6][CH2:7][N:8]2[CH2:9][C:10]2[CH:11]=[CH:12][CH:13]=[CH:14][CH:15]=2)[CH2:3][CH2:2]1. The yield is 0.450. (2) The reactants are [NH2:1][C:2]1[N:7]=[C:6]([C:8]([O:10][CH3:11])=[O:9])[CH:5]=[CH:4][CH:3]=1.C(=O)([O-])[O-].[Na+].[Na+].[Br:18]Br. The catalyst is C(O)(=O)C. The product is [NH2:1][C:2]1[N:7]=[C:6]([C:8]([O:10][CH3:11])=[O:9])[C:5]([Br:18])=[CH:4][CH:3]=1. The yield is 0.290. (3) The reactants are [CH2:1]([C@@H:8]1[CH2:12][O:11][C:10](=[O:13])[N:9]1[C:14](=[O:36])[C@H:15]([CH2:19][C:20]1[C:25]([Cl:26])=[CH:24][C:23]([O:27][CH2:28][C:29]2[CH:34]=[CH:33][CH:32]=[CH:31][CH:30]=2)=[CH:22][C:21]=1[Cl:35])[CH2:16][CH:17]=C)[C:2]1[CH:7]=[CH:6][CH:5]=[CH:4][CH:3]=1.C1C[O:40]CC1.C(O)(C)(C)C.I([O-])(=O)(=O)=O.[Na+]. The catalyst is [Os](=O)(=O)(=O)=O.O. The product is [CH2:1]([C@@H:8]1[CH2:12][O:11][C:10](=[O:13])[N:9]1[C:14](=[O:36])[C@H:15]([CH2:19][C:20]1[C:25]([Cl:26])=[CH:24][C:23]([O:27][CH2:28][C:29]2[CH:34]=[CH:33][CH:32]=[CH:31][CH:30]=2)=[CH:22][C:21]=1[Cl:35])[CH2:16][CH:17]=[O:40])[C:2]1[CH:3]=[CH:4][CH:5]=[CH:6][CH:7]=1. The yield is 0.480.